This data is from CYP3A4 substrate classification data from Carbon-Mangels et al.. The task is: Regression/Classification. Given a drug SMILES string, predict its absorption, distribution, metabolism, or excretion properties. Task type varies by dataset: regression for continuous measurements (e.g., permeability, clearance, half-life) or binary classification for categorical outcomes (e.g., BBB penetration, CYP inhibition). Dataset: cyp3a4_substrate_carbonmangels. (1) The compound is Cc1noc(NS(=O)(=O)c2ccc(N)cc2)c1C. The result is 0 (non-substrate). (2) The compound is CC(C)(C)NC[C@H](O)COc1ccccc1C1CCCC1. The result is 0 (non-substrate).